This data is from Full USPTO retrosynthesis dataset with 1.9M reactions from patents (1976-2016). The task is: Predict the reactants needed to synthesize the given product. (1) Given the product [CH:24]1([C:27]([N:1]2[CH2:6][CH2:5][CH2:4][C@H:3]([N:7]3[CH:11]=[C:10]([O:12][C:13]4[N:14]=[C:15]([OH:23])[C:16]5[CH:22]=[CH:21][N:20]=[CH:19][C:17]=5[N:18]=4)[CH:9]=[N:8]3)[CH2:2]2)=[O:28])[CH2:26][CH2:25]1, predict the reactants needed to synthesize it. The reactants are: [NH:1]1[CH2:6][CH2:5][CH2:4][C@H:3]([N:7]2[CH:11]=[C:10]([O:12][C:13]3[N:14]=[C:15]([OH:23])[C:16]4[CH:22]=[CH:21][N:20]=[CH:19][C:17]=4[N:18]=3)[CH:9]=[N:8]2)[CH2:2]1.[CH:24]1([C:27](Cl)=[O:28])[CH2:26][CH2:25]1. (2) Given the product [CH2:1]([C@H:8]([NH:29][C:30](=[O:40])[O:31][C@@H:32]1[C@H:39]2[C@H:35]([O:36][CH2:37][CH2:38]2)[O:34][CH2:33]1)[C@H:9]([OH:28])[CH2:10][N:17]([O:54][CH:51]1[CH2:3][CH2:2][CH2:1][CH2:8]1)[S:18]([C:21]1[CH:26]=[CH:25][CH:24]=[C:23]([O:27][CH2:42][C:43]([N:45]2[CH2:50][CH2:49][O:48][CH2:47][CH2:46]2)=[O:44])[CH:22]=1)(=[O:19])=[O:20])[C:2]1[CH:3]=[CH:4][CH:5]=[CH:6][CH:7]=1, predict the reactants needed to synthesize it. The reactants are: [CH2:1]([C@H:8]([NH:29][C:30](=[O:40])[O:31][C@@H:32]1[C@H:39]2[C@H:35]([O:36][CH2:37][CH2:38]2)[O:34][CH2:33]1)[C@@H:9]([OH:28])[CH:10]([NH:17][S:18]([C:21]1[CH:26]=[CH:25][CH:24]=[C:23]([OH:27])[CH:22]=1)(=[O:20])=[O:19])OC1CCCC1)[C:2]1[CH:7]=[CH:6][CH:5]=[CH:4][CH:3]=1.Br[CH2:42][C:43]([N:45]1[CH2:50][CH2:49][O:48][CH2:47][CH2:46]1)=[O:44].[C:51](=[O:54])([O-])[O-].[K+].[K+]. (3) Given the product [C:1]([O:4][C@@H:5]1[C@:21]2([CH3:22])[C@H:8]([C@H:9]3[C@H:18]([CH2:19][CH2:20]2)[C:17]2[CH:16]=[C:15]([O:23][CH3:24])[C:14]([O:25][CH2:26][O:47][P:29]([O:31][CH2:32][C:33]4[CH:38]=[CH:37][CH:36]=[CH:35][CH:34]=4)([O:39][CH2:40][C:41]4[CH:46]=[CH:45][CH:44]=[CH:43][CH:42]=4)=[O:30])=[CH:13][C:12]=2[CH2:11][CH2:10]3)[CH2:7][CH2:6]1)(=[O:3])[CH3:2], predict the reactants needed to synthesize it. The reactants are: [C:1]([O:4][C@@H:5]1[C@:21]2([CH3:22])[C@H:8]([C@H:9]3[C@H:18]([CH2:19][CH2:20]2)[C:17]2[CH:16]=[C:15]([O:23][CH3:24])[C:14]([O:25][CH2:26]SC)=[CH:13][C:12]=2[CH2:11][CH2:10]3)[CH2:7][CH2:6]1)(=[O:3])[CH3:2].[P:29]([OH:47])([O:39][CH2:40][C:41]1[CH:46]=[CH:45][CH:44]=[CH:43][CH:42]=1)([O:31][CH2:32][C:33]1[CH:38]=[CH:37][CH:36]=[CH:35][CH:34]=1)=[O:30].IN1C(=O)CCC1=O. (4) The reactants are: C[O:2][C:3]1[CH:4]=[C:5]2[C:10](=[CH:11][CH:12]=1)[C:9]([C:13](=[O:29])[C:14]1[CH:19]=[CH:18][C:17]([O:20][CH2:21][CH2:22][N:23]3[CH2:28][CH2:27][CH2:26][CH2:25][CH2:24]3)=[CH:16][CH:15]=1)=[C:8](OS(C(F)(F)F)(=O)=O)[CH:7]=[CH:6]2.[F:38][C:39]1[C:44]([F:45])=[CH:43][CH:42]=[CH:41][C:40]=1B(O)O.[F-].[Cs+]. Given the product [F:38][C:39]1[C:44]([F:45])=[CH:43][CH:42]=[CH:41][C:40]=1[C:8]1[CH:7]=[CH:6][C:5]2[C:10](=[CH:11][CH:12]=[C:3]([OH:2])[CH:4]=2)[C:9]=1[C:13]([C:14]1[CH:19]=[CH:18][C:17]([O:20][CH2:21][CH2:22][N:23]2[CH2:28][CH2:27][CH2:26][CH2:25][CH2:24]2)=[CH:16][CH:15]=1)=[O:29], predict the reactants needed to synthesize it. (5) Given the product [Cl:28][C:22]1[CH:21]=[C:20]([C:17]2[CH:18]=[CH:19][N:15]([CH2:14][C@@H:13]([NH:12][C:9]([C:7]3[N:6]([C:9]([C:7]4[NH:6][N:5]=[C:4]([CH:1]([CH3:3])[CH3:2])[CH:8]=4)=[O:11])[N:5]=[C:4]([CH:1]([CH3:2])[CH3:3])[CH:8]=3)=[O:11])[CH3:29])[N:16]=2)[CH:27]=[CH:26][C:23]=1[C:24]#[N:25], predict the reactants needed to synthesize it. The reactants are: [CH:1]([C:4]1[CH:8]=[C:7]([C:9]([OH:11])=O)[NH:6][N:5]=1)([CH3:3])[CH3:2].[NH2:12][C@@H:13]([CH3:29])[CH2:14][N:15]1[CH:19]=[CH:18][C:17]([C:20]2[CH:27]=[CH:26][C:23]([C:24]#[N:25])=[C:22]([Cl:28])[CH:21]=2)=[N:16]1. (6) Given the product [NH:46]1[CH:45]=[C:44]([CH2:43][CH2:42][NH:41][C:23]([C:22]2[C:16]3[N:15]=[C:14]([CH2:13][N:2]([CH3:1])[CH:3]4[C:12]5[N:11]=[CH:10][CH:9]=[CH:8][C:7]=5[CH2:6][CH2:5][CH2:4]4)[NH:18][C:17]=3[CH:19]=[CH:20][CH:21]=2)=[O:25])[N:48]=[CH:47]1, predict the reactants needed to synthesize it. The reactants are: [CH3:1][N:2]([CH2:13][C:14]1[NH:18][C:17]2[CH:19]=[CH:20][CH:21]=[C:22]([C:23]([OH:25])=O)[C:16]=2[N:15]=1)[CH:3]1[C:12]2[N:11]=[CH:10][CH:9]=[CH:8][C:7]=2[CH2:6][CH2:5][CH2:4]1.O=C1N(P(Cl)(N2CCOC2=O)=O)CCO1.[NH2:41][CH2:42][CH2:43][C:44]1[N:48]=[CH:47][NH:46][CH:45]=1.C(N(CC)C(C)C)(C)C. (7) The reactants are: [OH:1][C:2]1[CH:3]=[C:4]([CH:9]=[C:10]([OH:13])[C:11]=1[CH3:12])[C:5]([O:7][CH3:8])=[O:6].C(=O)([O-])[O-].[K+].[K+].[CH2:20](Br)[C:21]1[CH:26]=[CH:25][CH:24]=[CH:23][CH:22]=1. Given the product [CH2:20]([O:1][C:2]1[CH:3]=[C:4]([CH:9]=[C:10]([OH:13])[C:11]=1[CH3:12])[C:5]([O:7][CH3:8])=[O:6])[C:21]1[CH:26]=[CH:25][CH:24]=[CH:23][CH:22]=1, predict the reactants needed to synthesize it. (8) Given the product [O:1]1[CH2:2][CH2:3][CH2:4][CH2:5][CH:6]1[O:13][CH:10]1[CH2:11][CH2:12][CH:7]([OH:14])[CH2:8][CH2:9]1, predict the reactants needed to synthesize it. The reactants are: [O:1]1[CH:6]=[CH:5][CH2:4][CH2:3][CH2:2]1.[CH:7]1([OH:14])[CH2:12][CH2:11][CH:10]([OH:13])[CH2:9][CH2:8]1. (9) Given the product [CH2:1]([C:8]1[CH:9]=[C:10]([C:14](=[O:16])[CH2:15][CH:49]([OH:50])[C:45]2[N:44]([C:25]([C:26]3[CH:31]=[CH:30][CH:29]=[CH:28][CH:27]=3)([C:38]3[CH:39]=[CH:40][CH:41]=[CH:42][CH:43]=3)[C:32]3[CH:33]=[CH:34][CH:35]=[CH:36][CH:37]=3)[CH:48]=[CH:47][N:46]=2)[CH:11]=[CH:12][CH:13]=1)[C:2]1[CH:3]=[CH:4][CH:5]=[CH:6][CH:7]=1, predict the reactants needed to synthesize it. The reactants are: [CH2:1]([C:8]1[CH:9]=[C:10]([C:14](=[O:16])[CH3:15])[CH:11]=[CH:12][CH:13]=1)[C:2]1[CH:7]=[CH:6][CH:5]=[CH:4][CH:3]=1.[Li]N(C(C)C)C(C)C.[C:25]([N:44]1[CH:48]=[CH:47][N:46]=[C:45]1[CH:49]=[O:50])([C:38]1[CH:43]=[CH:42][CH:41]=[CH:40][CH:39]=1)([C:32]1[CH:37]=[CH:36][CH:35]=[CH:34][CH:33]=1)[C:26]1[CH:31]=[CH:30][CH:29]=[CH:28][CH:27]=1.